Dataset: Full USPTO retrosynthesis dataset with 1.9M reactions from patents (1976-2016). Task: Predict the reactants needed to synthesize the given product. (1) The reactants are: [CH3:1][N:2]([CH2:13][C:14]1[C:15]([C:25]2[CH:33]=[C:32]3[C:28]([CH:29]=[N:30][N:31]3[CH3:34])=[CH:27][CH:26]=2)=[N:16][N:17](C2CCCCO2)[CH:18]=1)[CH2:3][CH2:4][NH:5]C(=O)OC(C)(C)C.C(N(CC)CC)C.O.CC#N. Given the product [CH3:1][N:2]([CH2:13][C:14]1[C:15]([C:25]2[CH:33]=[C:32]3[C:28]([CH:29]=[N:30][N:31]3[CH3:34])=[CH:27][CH:26]=2)=[N:16][NH:17][CH:18]=1)[CH2:3][CH2:4][NH2:5], predict the reactants needed to synthesize it. (2) Given the product [CH3:1][O:2][C:3]1[CH:4]=[C:5]([C:9]2[C:17]3[O:16][CH:15]([CH2:18][NH2:19])[CH2:14][C:13]=3[CH:12]=[CH:11][CH:10]=2)[CH:6]=[CH:7][CH:8]=1, predict the reactants needed to synthesize it. The reactants are: [CH3:1][O:2][C:3]1[CH:4]=[C:5]([C:9]2[C:17]3[O:16][CH:15]([CH2:18][NH:19]C(=O)OCC4C=CC=CC=4)[CH2:14][C:13]=3[CH:12]=[CH:11][CH:10]=2)[CH:6]=[CH:7][CH:8]=1. (3) Given the product [C:13]([O:17][C:18](=[O:19])[NH:20][CH:21]([C:22](=[O:23])[NH2:3])[CH2:25][C:26]1[CH:31]=[CH:30][C:29]([OH:32])=[CH:28][CH:27]=1)([CH3:16])([CH3:15])[CH3:14], predict the reactants needed to synthesize it. The reactants are: Cl.C[N:3](C)CCCN=C=NCC.[C:13]([O:17][C:18]([NH:20][C@@H:21]([CH2:25][C:26]1[CH:31]=[CH:30][C:29]([OH:32])=[CH:28][CH:27]=1)[C:22](O)=[O:23])=[O:19])([CH3:16])([CH3:15])[CH3:14].ON1C2C=CC=CC=2N=N1.N.S([O-])(O)(=O)=O.[Na+]. (4) The reactants are: [CH3:1][O:2][C:3]([C:5]1[C:10]([NH2:11])=[N:9][C:8]([NH:12][CH2:13][CH:14]([F:16])[F:15])=[C:7]([C:17]#[C:18][Si](C)(C)C)[N:6]=1)=[O:4]. Given the product [CH3:1][O:2][C:3]([C:5]1[N:6]=[C:7]2[CH2:17][CH2:18][N:12]([CH2:13][CH:14]([F:16])[F:15])[C:8]2=[N:9][C:10]=1[NH2:11])=[O:4], predict the reactants needed to synthesize it. (5) Given the product [CH:14]1([C:7]2[C:8]([CH3:13])([CH3:12])[O:9][C:10]3[C:5]([C:6]=2[C:17]2[CH:22]=[CH:21][C:20]([F:23])=[CH:19][CH:18]=2)=[CH:4][CH:3]=[C:2]([NH:25][C:24](=[O:31])[O:26][C:27]([CH3:30])([CH3:29])[CH3:28])[CH:11]=3)[CH2:15][CH2:16]1, predict the reactants needed to synthesize it. The reactants are: Cl[C:2]1[CH:11]=[C:10]2[C:5]([C:6]([C:17]3[CH:22]=[CH:21][C:20]([F:23])=[CH:19][CH:18]=3)=[C:7]([CH:14]3[CH2:16][CH2:15]3)[C:8]([CH3:13])([CH3:12])[O:9]2)=[CH:4][CH:3]=1.[C:24](=[O:31])([O:26][C:27]([CH3:30])([CH3:29])[CH3:28])[NH2:25]. (6) Given the product [O:14]=[C:5]1[C:6]2[C:11](=[CH:10][CH:9]=[CH:8][CH:7]=2)[C:12](=[O:13])[N:4]1[CH2:3][C@@H:2]([NH:1][C:38]([C:29]1[CH:30]=[C:31]([C:32]2[N:36]([CH3:37])[N:35]=[CH:34][CH:33]=2)[N:27]([CH3:26])[CH:28]=1)=[O:39])[CH2:15][C:16]1[CH:21]=[CH:20][CH:19]=[CH:18][C:17]=1[C:22]([F:25])([F:23])[F:24], predict the reactants needed to synthesize it. The reactants are: [NH2:1][C@@H:2]([CH2:15][C:16]1[CH:21]=[CH:20][CH:19]=[CH:18][C:17]=1[C:22]([F:25])([F:24])[F:23])[CH2:3][N:4]1[C:12](=[O:13])[C:11]2[C:6](=[CH:7][CH:8]=[CH:9][CH:10]=2)[C:5]1=[O:14].[CH3:26][N:27]1[C:31]([C:32]2[N:36]([CH3:37])[N:35]=[CH:34][CH:33]=2)=[CH:30][C:29]([C:38](O)=[O:39])=[CH:28]1.C(N(CC)C(C)C)(C)C.F[P-](F)(F)(F)(F)F.Br[P+](N1CCCC1)(N1CCCC1)N1CCCC1.